From a dataset of Reaction yield outcomes from USPTO patents with 853,638 reactions. Predict the reaction yield, written as a fraction of the theoretical maximum amount of product (1.0 means a 100% yield; for example, 0.34 means a 34% yield). (1) The reactants are [NH2:1][C:2]1[C:3]([C:8]([O:10][CH3:11])=[O:9])=[N:4][CH:5]=[CH:6][N:7]=1.[Br:12]N1C(=O)CCC1=O. The catalyst is CC#N. The product is [NH2:1][C:2]1[C:3]([C:8]([O:10][CH3:11])=[O:9])=[N:4][C:5]([Br:12])=[CH:6][N:7]=1. The yield is 0.920. (2) The reactants are [CH3:1][O:2][CH2:3][CH2:4][O:5][C:6]1[CH:10]=[C:9]([C:11]([OH:13])=O)[N:8]([CH3:14])[N:7]=1.O1CCCC1.C(Cl)(=O)C(Cl)=O.[NH2:26][C:27]1[CH:28]=[C:29]([CH:46]=[CH:47][C:48]=1[F:49])[O:30][C:31]1[CH:32]=[CH:33][C:34]2[N:35]([CH:37]=[C:38]([NH:40][C:41]([CH:43]3[CH2:45][CH2:44]3)=[O:42])[N:39]=2)[N:36]=1. The catalyst is CN(C)C=O.CN1CCCC1=O. The product is [CH:43]1([C:41]([NH:40][C:38]2[N:39]=[C:34]3[CH:33]=[CH:32][C:31]([O:30][C:29]4[CH:46]=[CH:47][C:48]([F:49])=[C:27]([NH:26][C:11]([C:9]5[N:8]([CH3:14])[N:7]=[C:6]([O:5][CH2:4][CH2:3][O:2][CH3:1])[CH:10]=5)=[O:13])[CH:28]=4)=[N:36][N:35]3[CH:37]=2)=[O:42])[CH2:44][CH2:45]1. The yield is 0.500. (3) The reactants are [NH2:1][C:2](=[O:36])[CH2:3][O:4][C:5]1[CH:6]=[C:7]2[C:12](=[CH:13][CH:14]=1)[C:11](=[O:15])[N:10]([CH2:16][CH:17]([CH3:19])[CH3:18])[C:9]([CH2:20][NH:21]C(=O)OC(C)(C)C)=[C:8]2[C:29]1[CH:34]=[CH:33][CH:32]=[C:31]([F:35])[CH:30]=1.[ClH:37]. The catalyst is C(OCC)(=O)C. The product is [ClH:37].[NH2:21][CH2:20][C:9]1[N:10]([CH2:16][CH:17]([CH3:19])[CH3:18])[C:11](=[O:15])[C:12]2[C:7]([C:8]=1[C:29]1[CH:34]=[CH:33][CH:32]=[C:31]([F:35])[CH:30]=1)=[CH:6][C:5]([O:4][CH2:3][C:2]([NH2:1])=[O:36])=[CH:14][CH:13]=2. The yield is 0.923.